Dataset: Reaction yield outcomes from USPTO patents with 853,638 reactions. Task: Predict the reaction yield, written as a fraction of the theoretical maximum amount of product (1.0 means a 100% yield; for example, 0.34 means a 34% yield). (1) The reactants are [OH:1][CH2:2][CH2:3][C:4]1[CH:9]=[CH:8][C:7]([OH:10])=[CH:6][CH:5]=1.Cl[C:12]1[CH:20]=[CH:19][C:15]([C:16]([NH2:18])=[O:17])=[CH:14][N:13]=1.C([O-])([O-])=O.[K+].[K+].O. The catalyst is CN(C=O)C. The product is [OH:1][CH2:2][CH2:3][C:4]1[CH:9]=[CH:8][C:7]([O:10][C:12]2[CH:20]=[CH:19][C:15]([C:16]([NH2:18])=[O:17])=[CH:14][N:13]=2)=[CH:6][CH:5]=1. The yield is 0.490. (2) The reactants are [CH3:1][NH:2][C:3]([N:5]1[C:13]2[C:8](=[CH:9][C:10]([O:14][C:15]3[CH:20]=[CH:19][N:18]=[C:17]([N:21](C(OC4C=CC=CC=4)=O)[C:22](=O)[O:23]C4C=CC=CC=4)[CH:16]=3)=[CH:11][CH:12]=2)[CH:7]=[CH:6]1)=[O:4].[OH-].[Na+].Cl.[O:43]=[S:44]1(=[O:50])[CH2:49][CH2:48][NH:47][CH2:46][CH2:45]1. The catalyst is CN(C)C=O. The product is [CH3:1][NH:2][C:3]([N:5]1[C:13]2[C:8](=[CH:9][C:10]([O:14][C:15]3[CH:20]=[CH:19][N:18]=[C:17]([NH:21][C:22]([N:47]4[CH2:48][CH2:49][S:44](=[O:50])(=[O:43])[CH2:45][CH2:46]4)=[O:23])[CH:16]=3)=[CH:11][CH:12]=2)[CH:7]=[CH:6]1)=[O:4]. The yield is 0.785. (3) The reactants are [CH3:1][C:2]1[C:3]([CH2:8][N:9]([CH2:16][C:17]2[C:22]([CH3:23])=[CH:21][CH:20]=[CH:19][N:18]=2)[CH:10]2[CH2:15][CH2:14][NH:13][CH2:12][CH2:11]2)=[N:4][CH:5]=[CH:6][CH:7]=1.Cl.[C:25](Cl)(=[O:32])[C:26]1[CH:31]=[CH:30][CH:29]=[N:28][CH:27]=1.CCN(C(C)C)C(C)C.[OH-].[Na+]. The catalyst is C1COCC1. The product is [CH3:1][C:2]1[C:3]([CH2:8][N:9]([CH2:16][C:17]2[C:22]([CH3:23])=[CH:21][CH:20]=[CH:19][N:18]=2)[CH:10]2[CH2:15][CH2:14][N:13]([C:25]([C:26]3[CH:27]=[N:28][CH:29]=[CH:30][CH:31]=3)=[O:32])[CH2:12][CH2:11]2)=[N:4][CH:5]=[CH:6][CH:7]=1. The yield is 0.860. (4) The reactants are [CH3:1][C:2]1[N:7]([CH2:8][C:9]2[S:10][C:11]([C:14]([F:17])([F:16])[F:15])=[CH:12][CH:13]=2)[C:6](=[O:18])[N:5]=[C:4](SC)[N:3]=1.Cl.[CH3:22][O:23][C:24]1[CH:25]=[C:26]2[C:31](=[CH:32][CH:33]=1)[CH2:30][NH:29][CH2:28][CH:27]2[OH:34]. No catalyst specified. The product is [OH:34][CH:27]1[C:26]2[C:31](=[CH:32][CH:33]=[C:24]([O:23][CH3:22])[CH:25]=2)[CH2:30][N:29]([C:4]2[N:3]=[C:2]([CH3:1])[N:7]([CH2:8][C:9]3[S:10][C:11]([C:14]([F:17])([F:16])[F:15])=[CH:12][CH:13]=3)[C:6](=[O:18])[N:5]=2)[CH2:28]1. The yield is 0.500.